Task: Predict the reaction yield, written as a fraction of the theoretical maximum amount of product (1.0 means a 100% yield; for example, 0.34 means a 34% yield).. Dataset: Reaction yield outcomes from USPTO patents with 853,638 reactions (1) The reactants are [F:1][C:2]1[C:7]2[CH2:8][CH2:9][C:10]3[CH:15]=[CH:14][N:13]=[CH:12][C:11]=3[CH:16]([N:17]=[C:18]=[S:19])[C:6]=2[CH:5]=[CH:4][CH:3]=1.[Cl:20][C:21]1[CH:22]=[C:23]([C:29]([NH:31][C:32]2[C:33]([O:38][CH3:39])=[N:34][CH:35]=[CH:36][CH:37]=2)=[O:30])[CH:24]=[N:25][C:26]=1[NH:27][NH2:28].O. The catalyst is CC(N(C)C)=O. The product is [Cl:20][C:21]1[CH:22]=[C:23]([C:29]([NH:31][C:32]2[C:33]([O:38][CH3:39])=[N:34][CH:35]=[CH:36][CH:37]=2)=[O:30])[CH:24]=[N:25][C:26]=1[NH:27][NH:28][C:18]([NH:17][CH:16]1[C:11]2[CH:12]=[N:13][CH:14]=[CH:15][C:10]=2[CH2:9][CH2:8][C:7]2[C:2]([F:1])=[CH:3][CH:4]=[CH:5][C:6]1=2)=[S:19]. The yield is 0.830. (2) The reactants are [CH2:1]([O:3][C:4](=[O:28])[CH2:5][N:6]([CH2:22][C:23]([O:25][CH2:26][CH3:27])=[O:24])[C:7]1[CH:12]=[C:11]([C:13]([NH:15][NH:16][C:17]([O:19]C)=[O:18])=O)[CH:10]=[CH:9][C:8]=1[CH3:21])[CH3:2].P(Cl)(Cl)(Cl)=O. No catalyst specified. The product is [CH2:1]([O:3][C:4](=[O:28])[CH2:5][N:6]([CH2:22][C:23]([O:25][CH2:26][CH3:27])=[O:24])[C:7]1[CH:12]=[C:11]([C:13]2[O:19][C:17](=[O:18])[NH:16][N:15]=2)[CH:10]=[CH:9][C:8]=1[CH3:21])[CH3:2]. The yield is 0.590. (3) The reactants are C([O:8][C:9]1[CH:14]=[C:13]([O:15]CC2C=CC=CC=2)[C:12]([C:23]([CH3:25])=[CH2:24])=[CH:11][C:10]=1[C:26]([N:28]1[CH2:36][C:35]2[C:30](=[CH:31][CH:32]=[CH:33][C:34]=2[O:37][CH2:38][CH2:39][O:40][CH2:41][CH2:42][O:43][CH3:44])[CH2:29]1)=[O:27])C1C=CC=CC=1. The catalyst is CO.[Pd]. The product is [OH:8][C:9]1[CH:14]=[C:13]([OH:15])[C:12]([CH:23]([CH3:25])[CH3:24])=[CH:11][C:10]=1[C:26]([N:28]1[CH2:36][C:35]2[C:30](=[CH:31][CH:32]=[CH:33][C:34]=2[O:37][CH2:38][CH2:39][O:40][CH2:41][CH2:42][O:43][CH3:44])[CH2:29]1)=[O:27]. The yield is 0.160. (4) The reactants are C([O:8][N:9]([CH2:12][C:13]1([C:20]([NH:22][NH:23][C:24]2[N:29]=[C:28]([C:30]([F:33])([F:32])[F:31])[CH:27]=[CH:26][N:25]=2)=[O:21])[CH2:19][CH2:18][CH2:17][CH2:16][CH2:15][CH2:14]1)[CH:10]=[O:11])C1C=CC=CC=1. The catalyst is CO.[Pd]. The product is [OH:8][N:9]([CH2:12][C:13]1([C:20]([NH:22][NH:23][C:24]2[N:29]=[C:28]([C:30]([F:33])([F:31])[F:32])[CH:27]=[CH:26][N:25]=2)=[O:21])[CH2:19][CH2:18][CH2:17][CH2:16][CH2:15][CH2:14]1)[CH:10]=[O:11]. The yield is 0.750. (5) The reactants are [CH:1]([N:4]1[C:8]([C:9]2[CH:14]=[CH:13][N:12]=[C:11]([NH:15][C:16]3[CH:21]=[N:20][C:19]([S:22][CH3:23])=[CH:18][N:17]=3)[N:10]=2)=[CH:7][N:6]=[C:5]1[CH3:24])([CH3:3])[CH3:2].S(S([O-])=O)([O-])(=O)=[O:26].[Na+].[Na+].[OH-:34].[Na+]. The catalyst is C(O)(=O)C.OO.O. The product is [CH:1]([N:4]1[C:8]([C:9]2[CH:14]=[CH:13][N:12]=[C:11]([NH:15][C:16]3[CH:21]=[N:20][C:19]([S:22]([CH3:23])(=[O:26])=[O:34])=[CH:18][N:17]=3)[N:10]=2)=[CH:7][N:6]=[C:5]1[CH3:24])([CH3:3])[CH3:2]. The yield is 0.400.